The task is: Predict which catalyst facilitates the given reaction.. This data is from Catalyst prediction with 721,799 reactions and 888 catalyst types from USPTO. (1) The catalyst class is: 664. Reactant: [N:1]([C:4]1[CH:5]=[C:6]2[C:10](=[CH:11][CH:12]=1)[N:9]([C:13]([C:26]1[CH:31]=[CH:30][CH:29]=[CH:28][CH:27]=1)([C:20]1[CH:25]=[CH:24][CH:23]=[CH:22][CH:21]=1)[C:14]1[CH:19]=[CH:18][CH:17]=[CH:16][CH:15]=1)[N:8]=[C:7]2[C:32]1[CH:37]=[CH:36][N:35]=[CH:34][CH:33]=1)=[N+:2]=[N-:3].[C:38]([C@@H:40]1[CH2:45][CH2:44][CH2:43][N:42]([C:46]([O:48][C:49]([CH3:52])([CH3:51])[CH3:50])=[O:47])[CH2:41]1)#[CH:39].[Na+].[Cl-]. Product: [N:35]1[CH:34]=[CH:33][C:32]([C:7]2[C:6]3[C:10](=[CH:11][CH:12]=[C:4]([N:1]4[CH:39]=[C:38]([C@@H:40]5[CH2:45][CH2:44][CH2:43][N:42]([C:46]([O:48][C:49]([CH3:52])([CH3:51])[CH3:50])=[O:47])[CH2:41]5)[N:3]=[N:2]4)[CH:5]=3)[N:9]([C:13]([C:20]3[CH:25]=[CH:24][CH:23]=[CH:22][CH:21]=3)([C:26]3[CH:27]=[CH:28][CH:29]=[CH:30][CH:31]=3)[C:14]3[CH:15]=[CH:16][CH:17]=[CH:18][CH:19]=3)[N:8]=2)=[CH:37][CH:36]=1. (2) Reactant: CN(C=O)C.[H-].[Na+].[CH3:8][C:9]1[NH:13][C:12]2[S:14][CH:15]=[CH:16][C:11]=2[CH:10]=1.Cl[C:18]1[CH:25]=[CH:24][C:21]([CH2:22]Br)=[CH:20][CH:19]=1. Product: [CH2:22]([N:13]1[C:9]([CH3:8])=[CH:10][C:11]2[CH:16]=[CH:15][S:14][C:12]1=2)[C:21]1[CH:24]=[CH:25][CH:18]=[CH:19][CH:20]=1. The catalyst class is: 25. (3) Reactant: Cl[C:2]1[N:7]([CH3:8])[C:6](=[O:9])[CH:5]=[C:4]([C:10]2[CH:15]=[CH:14][N:13]=[CH:12][C:11]=2[F:16])[N:3]=1.[CH2:17]([CH:24]1[CH2:28][CH2:27][CH2:26][NH:25]1)[C:18]1[CH:23]=[CH:22][CH:21]=[CH:20][CH:19]=1.C(N(CC)CC)C. Product: [CH2:17]([CH:24]1[CH2:28][CH2:27][CH2:26][N:25]1[C:2]1[N:7]([CH3:8])[C:6](=[O:9])[CH:5]=[C:4]([C:10]2[CH:15]=[CH:14][N:13]=[CH:12][C:11]=2[F:16])[N:3]=1)[C:18]1[CH:23]=[CH:22][CH:21]=[CH:20][CH:19]=1. The catalyst class is: 7. (4) The catalyst class is: 7. Product: [Cl:12][C:9]1[CH:10]=[C:11]2[C:6]([CH:5]=[CH:4][C:3]([CH3:13])=[C:2]2[CH:21]=[O:22])=[CH:7][CH:8]=1. Reactant: Br[C:2]1[C:11]2[C:6](=[CH:7][CH:8]=[C:9]([Cl:12])[CH:10]=2)[CH:5]=[CH:4][C:3]=1[CH3:13].C([Li])CCC.CN(C)[CH:21]=[O:22]. (5) Reactant: [Cl:1][C:2]1[CH:7]=[CH:6][C:5]([N:8]2[C:16]([CH:17]([CH:21]3[CH2:26][CH2:25][CH2:24][CH2:23][CH2:22]3)[C:18](O)=[O:19])=[C:15]3[C:10]([CH:11]=[C:12]([F:28])[C:13]([F:27])=[CH:14]3)=[N:9]2)=[CH:4][CH:3]=1.S(Cl)(Cl)=O.[CH:33]1([NH2:39])[CH2:38][CH2:37][CH2:36][CH2:35][CH2:34]1. Product: [Cl:1][C:2]1[CH:7]=[CH:6][C:5]([N:8]2[C:16]([CH:17]([CH:21]3[CH2:22][CH2:23][CH2:24][CH2:25][CH2:26]3)[C:18]([NH:39][CH:33]3[CH2:38][CH2:37][CH2:36][CH2:35][CH2:34]3)=[O:19])=[C:15]3[C:10]([CH:11]=[C:12]([F:28])[C:13]([F:27])=[CH:14]3)=[N:9]2)=[CH:4][CH:3]=1. The catalyst class is: 142. (6) Reactant: [C:1]([O:5][C:6]([N:8]1[CH2:13][CH2:12][CH2:11][CH:10]([N:14]2[C:18]3=[N:19][CH:20]=[N:21][C:22](Cl)=[C:17]3[CH:16]=[N:15]2)[CH2:9]1)=[O:7])([CH3:4])([CH3:3])[CH3:2].[OH:24][C:25]1[CH:32]=[CH:31][CH:30]=[CH:29][C:26]=1[C:27]#[N:28].C(=O)([O-])[O-].[K+].[K+]. Product: [C:1]([O:5][C:6]([N:8]1[CH2:13][CH2:12][CH2:11][CH:10]([N:14]2[C:18]3=[N:19][CH:20]=[N:21][C:22]([O:24][C:25]4[CH:32]=[CH:31][CH:30]=[CH:29][C:26]=4[C:27]#[N:28])=[C:17]3[CH:16]=[N:15]2)[CH2:9]1)=[O:7])([CH3:4])([CH3:3])[CH3:2]. The catalyst class is: 9. (7) Reactant: [N:1]1([C:7]2[C:8]3[N:22]=[N:21][N:20]([CH2:23][CH2:24][N:25]4[CH2:30][CH2:29][NH:28][CH2:27][CH2:26]4)[C:9]=3[N:10]=[C:11]([C:13]3[CH:14]=[C:15]([OH:19])[CH:16]=[CH:17][CH:18]=3)[N:12]=2)[CH2:6][CH2:5][O:4][CH2:3][CH2:2]1.CCN(CC)CC.[C:38](Cl)(=[O:45])[C:39]1[CH:44]=[CH:43][N:42]=[CH:41][CH:40]=1. Product: [C:38]([N:28]1[CH2:27][CH2:26][N:25]([CH2:24][CH2:23][N:20]2[C:9]3[N:10]=[C:11]([C:13]4[CH:14]=[C:15]([OH:19])[CH:16]=[CH:17][CH:18]=4)[N:12]=[C:7]([N:1]4[CH2:2][CH2:3][O:4][CH2:5][CH2:6]4)[C:8]=3[N:22]=[N:21]2)[CH2:30][CH2:29]1)(=[O:45])[C:39]1[CH:44]=[CH:43][N:42]=[CH:41][CH:40]=1. The catalyst class is: 1. (8) Reactant: [O:1]1[CH2:6][CH2:5][CH:4]([C:7](=[NH:9])[NH2:8])[CH2:3][CH2:2]1.[S:10]1[C:14]2[CH:15]=[CH:16][CH:17]=[CH:18][C:13]=2[N:12]=[C:11]1[CH:19]([C:25](OCC)=[O:26])[C:20](OCC)=[O:21]. Product: [S:10]1[C:14]2[CH:15]=[CH:16][CH:17]=[CH:18][C:13]=2[N:12]=[C:11]1[C:19]1[C:25]([OH:26])=[N:9][C:7]([CH:4]2[CH2:5][CH2:6][O:1][CH2:2][CH2:3]2)=[N:8][C:20]=1[OH:21]. The catalyst class is: 11. (9) Reactant: [ClH:1].[O:2]1[C:6]2([CH2:11][CH2:10][N:9](C(OC(C)(C)C)=O)[CH2:8][CH2:7]2)[CH2:5][CH2:4][CH2:3]1. Product: [ClH:1].[O:2]1[C:6]2([CH2:11][CH2:10][NH:9][CH2:8][CH2:7]2)[CH2:5][CH2:4][CH2:3]1. The catalyst class is: 5. (10) Reactant: Cl[C:2]1[N:29]=[CH:28][CH:27]=[CH:26][C:3]=1[C:4]([NH:6][C:7]1[CH:12]=[C:11]([C:13]([F:16])([F:15])[F:14])[CH:10]=[C:9]([CH2:17][CH2:18][CH2:19][N:20]2[CH2:25][CH2:24][O:23][CH2:22][CH2:21]2)[CH:8]=1)=[O:5].[NH2:30][C:31]1[CH:39]=[C:38]2[C:34]([CH:35]=[N:36][NH:37]2)=[CH:33][CH:32]=1.C(O)(C(F)(F)F)=O. Product: [NH:37]1[C:38]2[C:34](=[CH:33][CH:32]=[C:31]([NH:30][C:2]3[N:29]=[CH:28][CH:27]=[CH:26][C:3]=3[C:4]([NH:6][C:7]3[CH:12]=[C:11]([C:13]([F:16])([F:15])[F:14])[CH:10]=[C:9]([CH2:17][CH2:18][CH2:19][N:20]4[CH2:25][CH2:24][O:23][CH2:22][CH2:21]4)[CH:8]=3)=[O:5])[CH:39]=2)[CH:35]=[N:36]1. The catalyst class is: 33.